Dataset: Full USPTO retrosynthesis dataset with 1.9M reactions from patents (1976-2016). Task: Predict the reactants needed to synthesize the given product. (1) The reactants are: [Br:1][C:2]1[CH:3]=[C:4]2[C:9](=[CH:10][CH:11]=1)[N:8]=[CH:7][C:6]([C:12](=[O:15])[CH2:13][CH3:14])=[C:5]2Cl.[NH2:17][C:18]1[CH:19]=[CH:20][C:21]([N:24]2[CH2:28][CH2:27][CH:26]([NH:29][C:30](=[O:36])[O:31][C:32]([CH3:35])([CH3:34])[CH3:33])[CH2:25]2)=[N:22][CH:23]=1. Given the product [Br:1][C:2]1[CH:3]=[C:4]2[C:9](=[CH:10][CH:11]=1)[N:8]=[CH:7][C:6]([C:12](=[O:15])[CH2:13][CH3:14])=[C:5]2[NH:17][C:18]1[CH:19]=[CH:20][C:21]([N:24]2[CH2:28][CH2:27][CH:26]([NH:29][C:30](=[O:36])[O:31][C:32]([CH3:34])([CH3:33])[CH3:35])[CH2:25]2)=[N:22][CH:23]=1, predict the reactants needed to synthesize it. (2) Given the product [Cl:1][C:2]1[C:3]([C:15]([F:18])([F:17])[F:16])=[N:4][N:5]([CH:8]([CH:12]([CH3:14])[CH3:13])[C:9]([N:30]2[CH2:31][CH2:32][CH2:33][C:34]3[N:26]([C:23]4[CH:24]=[CH:25][C:20]([F:19])=[CH:21][CH:22]=4)[N:27]=[CH:28][C:29]2=3)=[O:11])[C:6]=1[CH3:7], predict the reactants needed to synthesize it. The reactants are: [Cl:1][C:2]1[C:3]([C:15]([F:18])([F:17])[F:16])=[N:4][N:5]([CH:8]([CH:12]([CH3:14])[CH3:13])[C:9]([OH:11])=O)[C:6]=1[CH3:7].[F:19][C:20]1[CH:25]=[CH:24][C:23]([N:26]2[C:34]3[CH2:33][CH2:32][CH2:31][NH:30][C:29]=3[CH:28]=[N:27]2)=[CH:22][CH:21]=1. (3) Given the product [CH:33]([N:4]1[C:5]([C:7]2[N:8]=[C:9]3[C:10]4[CH:11]=[CH:12][C:13]([C:21]5[CH:22]=[N:23][N:24]([CH3:32])[C:25]=5[CH:26]5[CH2:31][CH2:30][CH2:29][N:28]([CH:40]6[CH2:39][O:42][CH2:41]6)[CH2:27]5)=[CH:14][C:15]=4[O:16][CH2:17][CH2:18][N:19]3[CH:20]=2)=[N:6][C:2]([CH3:1])=[N:3]1)([CH3:35])[CH3:34], predict the reactants needed to synthesize it. The reactants are: [CH3:1][C:2]1[N:6]=[C:5]([C:7]2[N:8]=[C:9]3[N:19]([CH:20]=2)[CH2:18][CH2:17][O:16][C:15]2[C:10]3=[CH:11][CH:12]=[C:13]([C:21]3[CH:22]=[N:23][N:24]([CH3:32])[C:25]=3[CH:26]3[CH2:31][CH2:30][CH2:29][NH:28][CH2:27]3)[CH:14]=2)[N:4]([CH:33]([CH3:35])[CH3:34])[N:3]=1.O1[CH2:41][CH2:40][C:39](=[O:42])CC1. (4) Given the product [C:20]1([CH:19]([C:26]2[CH:31]=[CH:30][CH:29]=[CH:28][CH:27]=2)[N:17]2[CH2:18][CH:15]([O:7][C:1]3[CH:6]=[CH:5][CH:4]=[CH:3][CH:2]=3)[CH2:16]2)[CH:21]=[CH:22][CH:23]=[CH:24][CH:25]=1, predict the reactants needed to synthesize it. The reactants are: [C:1]1([OH:7])[CH:6]=[CH:5][CH:4]=[CH:3][CH:2]=1.[H-].[Na+].CS(O[CH:15]1[CH2:18][N:17]([CH:19]([C:26]2[CH:31]=[CH:30][CH:29]=[CH:28][CH:27]=2)[C:20]2[CH:25]=[CH:24][CH:23]=[CH:22][CH:21]=2)[CH2:16]1)(=O)=O. (5) Given the product [CH2:11]([N:7]1[C:8]2[C:4](=[CH:3][C:2]([C:20]3[CH:21]=[CH:22][C:17]([C:16]([F:27])([F:26])[F:15])=[CH:18][CH:19]=3)=[CH:10][CH:9]=2)[CH:5]=[CH:6]1)[CH2:12][CH2:13][CH3:14], predict the reactants needed to synthesize it. The reactants are: Br[C:2]1[CH:3]=[C:4]2[C:8](=[CH:9][CH:10]=1)[N:7]([CH2:11][CH2:12][CH2:13][CH3:14])[CH:6]=[CH:5]2.[F:15][C:16]([F:27])([F:26])[C:17]1[CH:22]=[CH:21][C:20](B(O)O)=[CH:19][CH:18]=1. (6) Given the product [CH2:27]([O:26][C:24](=[O:25])[CH2:23][CH:6]1[CH2:5][CH2:4][N:3]([C:7]([O:9][C:10]([CH3:13])([CH3:12])[CH3:11])=[O:8])[C:2]1=[O:1])[CH3:28], predict the reactants needed to synthesize it. The reactants are: [O:1]=[C:2]1[CH2:6][CH2:5][CH2:4][N:3]1[C:7]([O:9][C:10]([CH3:13])([CH3:12])[CH3:11])=[O:8].[Li+].CC([N-]C(C)C)C.Br[CH2:23][C:24]([O:26][CH2:27][CH3:28])=[O:25]. (7) Given the product [O:16]1[CH:8]=[CH:9][CH:12]=[C:13]1[C:17]1[O:53][C:20]([NH:25][C:39]([C:37]2[O:38][C:34]([C:31]3[CH:30]=[CH:29][C:28]([O:27][CH3:26])=[CH:33][CH:32]=3)=[CH:35][CH:36]=2)=[O:41])=[N:19][N:18]=1, predict the reactants needed to synthesize it. The reactants are: CCN(C1C=C[C:9]2[CH:12]=[C:13](/[CH:17]=[N:18]\[NH:19][C:20]3[N:25]=CC=CC=3)C([O:16][C:8]=2C=1)=O)CC.[CH3:26][O:27][C:28]1[CH:33]=[CH:32][C:31]([C:34]2[O:38][C:37]([C:39]([OH:41])=O)=[CH:36][CH:35]=2)=[CH:30][CH:29]=1.FC1C=CC=CC=1C1[O:53]C(C(Cl)=O)=CC=1. (8) The reactants are: Br[C:2]1[CH:10]=[C:9]2[C:5]([CH2:6][C:7](=[O:12])[N:8]2[CH3:11])=[CH:4][CH:3]=1.[CH3:13][N:14](C=O)C. Given the product [CH3:11][N:8]1[C:9]2[C:5](=[CH:4][CH:3]=[C:2]([C:13]#[N:14])[CH:10]=2)[CH2:6][C:7]1=[O:12], predict the reactants needed to synthesize it.